From a dataset of Full USPTO retrosynthesis dataset with 1.9M reactions from patents (1976-2016). Predict the reactants needed to synthesize the given product. (1) Given the product [CH3:1][O:2][C:3]1[CH:22]=[CH:21][C:6]([C:7]([O:37][CH2:36][C@H:34]2[S:35][C@@H:29]([N:38]3[CH:45]=[CH:44][C:42](=[O:43])[NH:41][C:39]3=[O:40])[C@:30]([C:46](=[O:48])[CH3:47])([OH:31])[C@@H:32]2[O:33][C:27](=[O:54])[CH3:28])([C:14]2[CH:19]=[CH:18][CH:17]=[CH:16][CH:15]=2)[C:8]2[CH:13]=[CH:12][CH:11]=[CH:10][CH:9]=2)=[CH:5][CH:4]=1, predict the reactants needed to synthesize it. The reactants are: [CH3:1][O:2][C:3]1[CH:22]=[CH:21][C:6]([C:7](Cl)([C:14]2[CH:19]=[CH:18][CH:17]=[CH:16][CH:15]=2)[C:8]2[CH:13]=[CH:12][CH:11]=[CH:10][CH:9]=2)=[CH:5][CH:4]=1.N1[CH:28]=[CH:27]C=CC=1.[C@@H:29]1([N:38]2[CH:45]=[CH:44][C:42](=[O:43])[NH:41][C:39]2=[O:40])[S:35][C@H:34]([CH2:36][OH:37])[C@@H:32]([OH:33])[C@H:30]1[OH:31].[C:46](OC(=O)C)(=[O:48])[CH3:47].C[OH:54]. (2) The reactants are: [CH:1]1[C:11]2[C:10]3=[CH:12][C:13]4[CH:14]=[CH:15][C:16]([C:19](O)=[O:20])=[CH:17][C:18]=4[N:9]3[CH2:8][CH:7]=[CH:6][C:5]=2[CH:4]=[CH:3][CH:2]=1.C[N:23](C)S(N)(=O)=O.N=C=N.C[N:33](C)[CH:34]=[O:35]. Given the product [CH:1]1[C:11]2[C:10]3=[CH:12][C:13]4[CH:14]=[CH:15][C:16]([C:19]([NH2:23])=[O:20])=[CH:17][C:18]=4[N:9]3[CH2:8][C:7]([C:34]([NH2:33])=[O:35])=[CH:6][C:5]=2[CH:4]=[CH:3][CH:2]=1, predict the reactants needed to synthesize it. (3) Given the product [O:1]=[C:2]([C:23]1[C:32]2[C:27](=[CH:28][CH:29]=[C:30]([O:33][CH3:34])[CH:31]=2)[N:26]=[CH:25][CH:24]=1)[CH2:3][CH2:4][C@@H:5]1[CH2:10][CH2:9][N:8]([CH2:11][CH2:12][S:13][C:14]2[S:15][CH:16]=[CH:17][CH:18]=2)[CH2:7][C@@H:6]1[C:19]([OH:21])=[O:20], predict the reactants needed to synthesize it. The reactants are: [O:1]=[C:2]([C:23]1[C:32]2[C:27](=[CH:28][CH:29]=[C:30]([O:33][CH3:34])[CH:31]=2)[N:26]=[CH:25][CH:24]=1)[CH2:3][CH2:4][C@@H:5]1[CH2:10][CH2:9][N:8]([CH2:11][CH2:12][S:13][C:14]2[S:15][CH:16]=[CH:17][CH:18]=2)[CH2:7][C@@H:6]1[C:19]([O:21]C)=[O:20].[OH-].[Na+]. (4) Given the product [CH3:1][O:2][C:3](=[O:20])[C:4]1[CH:9]=[C:8]([NH2:10])[CH:7]=[CH:6][C:5]=1[N:13]1[CH2:18][CH2:17][O:16][CH2:15][C:14]1=[O:19], predict the reactants needed to synthesize it. The reactants are: [CH3:1][O:2][C:3](=[O:20])[C:4]1[CH:9]=[C:8]([N+:10]([O-])=O)[CH:7]=[CH:6][C:5]=1[N:13]1[CH2:18][CH2:17][O:16][CH2:15][C:14]1=[O:19]. (5) Given the product [NH2:11][C@H:12]([C@@H:33]([NH:41][C:42](=[O:63])[C@@H:43]([NH:48][C:49](=[O:62])[C@@H:50]([NH:55][C:56](=[O:61])[CH2:57][CH:58]([CH3:60])[CH3:59])[CH2:51][CH:52]([CH3:53])[CH3:54])[C:44]([CH3:45])([CH3:47])[CH3:46])[CH2:34][C:35]1[CH:36]=[CH:37][CH:38]=[CH:39][CH:40]=1)[CH2:13][C:14]([NH:16][C@@H:17]([C@@H:29]([CH3:32])[CH2:30][CH3:31])[C:18]([NH:20][C@@H:21]([CH:26]([CH3:28])[CH3:27])[C:22]([O:24][CH3:25])=[O:23])=[O:19])=[O:15], predict the reactants needed to synthesize it. The reactants are: C(OC([NH:11][C@H:12]([C@@H:33]([NH:41][C:42](=[O:63])[C@@H:43]([NH:48][C:49](=[O:62])[C@@H:50]([NH:55][C:56](=[O:61])[CH2:57][CH:58]([CH3:60])[CH3:59])[CH2:51][CH:52]([CH3:54])[CH3:53])[C:44]([CH3:47])([CH3:46])[CH3:45])[CH2:34][C:35]1[CH:40]=[CH:39][CH:38]=[CH:37][CH:36]=1)[CH2:13][C:14]([NH:16][C@@H:17]([C@@H:29]([CH3:32])[CH2:30][CH3:31])[C:18]([NH:20][C@@H:21]([CH:26]([CH3:28])[CH3:27])[C:22]([O:24][CH3:25])=[O:23])=[O:19])=[O:15])=O)C1C=CC=CC=1. (6) Given the product [CH2:1]([CH:3]1[N:12]2[C:7](=[CH:8][C:9](=[O:18])[C:10]([C:13]([OH:15])=[O:14])=[CH:11]2)[C:6]2[CH:19]=[C:20]([O:32][CH3:33])[C:21]([O:23][CH2:24][CH2:25][C:26]3[CH:31]=[CH:30][CH:29]=[CH:28][CH:27]=3)=[CH:22][C:5]=2[CH2:4]1)[CH3:2], predict the reactants needed to synthesize it. The reactants are: [CH2:1]([CH:3]1[N:12]2[C:7](=[CH:8][C:9](=[O:18])[C:10]([C:13]([O:15]CC)=[O:14])=[CH:11]2)[C:6]2[CH:19]=[C:20]([O:32][CH3:33])[C:21]([O:23][CH2:24][CH2:25][C:26]3[CH:31]=[CH:30][CH:29]=[CH:28][CH:27]=3)=[CH:22][C:5]=2[CH2:4]1)[CH3:2].[OH-].[Na+].Cl. (7) Given the product [CH3:3][N:4]([CH2:13][C:12]1[CH:15]=[CH:16][C:9]([F:8])=[CH:10][CH:11]=1)[C:5](=[O:7])[CH3:6], predict the reactants needed to synthesize it. The reactants are: [H-].[Na+].[CH3:3][NH:4][C:5](=[O:7])[CH3:6].[F:8][C:9]1[CH:16]=[CH:15][C:12]([CH2:13]Br)=[CH:11][CH:10]=1. (8) Given the product [CH:1]1([CH:4]([C:7](=[O:9])[CH3:8])[C:5]([O:12][CH2:10][CH3:11])=[O:16])[CH2:3][CH2:2]1, predict the reactants needed to synthesize it. The reactants are: [CH:1]1([CH:4]([C:7](=[O:9])[CH3:8])[C:5]#N)[CH2:3][CH2:2]1.[C:10](Cl)(=[O:12])[CH3:11].CC[OH:16]. (9) Given the product [Cl:19][C:4]1[C:5]2[C:10](=[CH:9][CH:8]=[C:7]([O:11][C:12]3[CH:17]=[CH:16][N:15]=[C:14]([NH:18][C:26](=[O:27])[O:28][C:29]4[CH:34]=[CH:33][CH:32]=[CH:31][CH:30]=4)[CH:13]=3)[CH:6]=2)[N:2]([C:1]([NH:41][CH3:40])=[O:36])[CH:3]=1, predict the reactants needed to synthesize it. The reactants are: [CH3:1][N:2]1[C:10]2[C:5](=[CH:6][C:7]([O:11][C:12]3[CH:17]=[CH:16][N:15]=[C:14]([NH2:18])[CH:13]=3)=[CH:8][CH:9]=2)[C:4]([Cl:19])=[C:3]1C(N)=O.[Cl-].[Na+].Cl[C:26]([O:28][C:29]1[CH:34]=[CH:33][CH:32]=[CH:31][CH:30]=1)=[O:27].C(=O)([O-])[OH:36].[Na+].[CH3:40][N:41](C)C=O.